Dataset: Peptide-MHC class I binding affinity with 185,985 pairs from IEDB/IMGT. Task: Regression. Given a peptide amino acid sequence and an MHC pseudo amino acid sequence, predict their binding affinity value. This is MHC class I binding data. (1) The peptide sequence is RQSSCKMAL. The MHC is HLA-B15:03 with pseudo-sequence HLA-B15:03. The binding affinity (normalized) is 0.728. (2) The peptide sequence is DEMVCKWLL. The MHC is HLA-A02:03 with pseudo-sequence HLA-A02:03. The binding affinity (normalized) is 0.0847. (3) The peptide sequence is RTRDIYISRR. The MHC is HLA-A11:01 with pseudo-sequence HLA-A11:01. The binding affinity (normalized) is 0.227. (4) The peptide sequence is CGSVGFNIDY. The MHC is HLA-A24:02 with pseudo-sequence HLA-A24:02. The binding affinity (normalized) is 0. (5) The peptide sequence is KVIQLSRKTF. The MHC is HLA-B15:01 with pseudo-sequence HLA-B15:01. The binding affinity (normalized) is 0.639.